This data is from Forward reaction prediction with 1.9M reactions from USPTO patents (1976-2016). The task is: Predict the product of the given reaction. (1) Given the reactants [Br:1][C:2]1[C:3]([F:16])=[C:4]([NH:8]C(=O)OC(C)(C)C)[CH:5]=[CH:6][CH:7]=1.Cl.CCOC(C)=O.[N:24]([O-])=O.[Na+].[CH3:28][O:29][CH2:30][C:31](=[O:37])[CH2:32][C:33]([O:35][CH3:36])=[O:34].CC([O-])=O.[Na+], predict the reaction product. The product is: [Br:1][C:2]1[C:3]([F:16])=[C:4]([NH:8][N:24]=[C:32]([C:31](=[O:37])[CH2:30][O:29][CH3:28])[C:33]([O:35][CH3:36])=[O:34])[CH:5]=[CH:6][CH:7]=1. (2) Given the reactants [N+:1]([C:4]1[CH:9]=[CH:8][C:7]([C:10]([NH:12][NH:13][C:14](=O)[CH2:15][CH2:16][C:17]([O:19][C:20]([CH3:23])([CH3:22])[CH3:21])=[O:18])=[NH:11])=[CH:6][CH:5]=1)([O-:3])=[O:2], predict the reaction product. The product is: [N+:1]([C:4]1[CH:9]=[CH:8][C:7]([C:10]2[NH:12][N:13]=[C:14]([CH2:15][CH2:16][C:17]([O:19][C:20]([CH3:23])([CH3:22])[CH3:21])=[O:18])[N:11]=2)=[CH:6][CH:5]=1)([O-:3])=[O:2]. (3) The product is: [ClH:12].[CH3:6][NH:3][CH2:1][CH2:2][S:9]([CH3:8])(=[O:11])=[O:10]. Given the reactants [CH2:1]([N:3]([CH2:6]C)CC)[CH3:2].[CH3:8][S:9]([Cl:12])(=[O:11])=[O:10], predict the reaction product. (4) Given the reactants [CH2:1]([N:3]1[C:7]([C:8]2[CH:9]=[N:10][NH:11][C:12]=2[NH2:13])=[CH:6][CH:5]=[N:4]1)[CH3:2].[CH3:14][N:15]1[C:23]2[C:18](=[CH:19][C:20]([C:24](=O)[CH2:25][C:26](OCC)=[O:27])=[CH:21][CH:22]=2)[CH:17]=[N:16]1.CC1C=CC(S(O)(=O)=O)=CC=1, predict the reaction product. The product is: [CH2:1]([N:3]1[C:7]([C:8]2[CH:9]=[N:10][N:11]3[C:26](=[O:27])[CH:25]=[C:24]([C:20]4[CH:19]=[C:18]5[C:23](=[CH:22][CH:21]=4)[N:15]([CH3:14])[N:16]=[CH:17]5)[NH:13][C:12]=23)=[CH:6][CH:5]=[N:4]1)[CH3:2].